From a dataset of Reaction yield outcomes from USPTO patents with 853,638 reactions. Predict the reaction yield, written as a fraction of the theoretical maximum amount of product (1.0 means a 100% yield; for example, 0.34 means a 34% yield). The reactants are CN(C)C(=N)N(C)C.[CH2:9]([O:16][C:17]1[CH:24]=[CH:23][C:20]([CH:21]=O)=[CH:19][CH:18]=1)[C:10]1[CH:15]=[CH:14][CH:13]=[CH:12][CH:11]=1.[Cl-].[CH2:26]([O:28][CH:29]([P+](C1C=CC=CC=1)(C1C=CC=CC=1)C1C=CC=CC=1)[C:30]([O:32][CH2:33][CH3:34])=[O:31])[CH3:27]. The catalyst is C(Cl)(Cl)Cl. The product is [CH2:33]([O:32][C:30](=[O:31])[C:29]([O:28][CH2:26][CH3:27])=[CH:21][C:20]1[CH:23]=[CH:24][C:17]([O:16][CH2:9][C:10]2[CH:15]=[CH:14][CH:13]=[CH:12][CH:11]=2)=[CH:18][CH:19]=1)[CH3:34]. The yield is 0.730.